From a dataset of Catalyst prediction with 721,799 reactions and 888 catalyst types from USPTO. Predict which catalyst facilitates the given reaction. (1) Reactant: [CH3:1][C:2]([OH:7])([CH2:4][CH:5]=[CH2:6])[CH3:3].C(N(CC)CC)C.Cl[P:16]([C:23]1[CH:28]=[CH:27][CH:26]=[CH:25][CH:24]=1)[C:17]1[CH:22]=[CH:21][CH:20]=[CH:19][CH:18]=1. Product: [CH3:1][C:2]([O:7][P:16]([C:23]1[CH:24]=[CH:25][CH:26]=[CH:27][CH:28]=1)[C:17]1[CH:22]=[CH:21][CH:20]=[CH:19][CH:18]=1)([CH2:4][CH:5]=[CH2:6])[CH3:3]. The catalyst class is: 527. (2) Reactant: [CH3:1][C:2]1[CH:7]=[C:6]([C:8]2[CH:9]=[CH:10][C:11]3[N:17]4[CH2:18][C@H:14]([CH2:15][CH2:16]4)[NH:13][C:12]=3[N:19]=2)[CH:5]=[CH:4][N:3]=1.ClC(Cl)(O[C:24](=[O:30])OC(Cl)(Cl)Cl)Cl.C(N(CC)CC)C.[NH:39]1[C:43]2=[CH:44][N:45]=[C:46]([NH2:48])[CH:47]=[C:42]2[CH:41]=[N:40]1. Product: [CH3:1][C:2]1[CH:7]=[C:6]([C:8]2[CH:9]=[CH:10][C:11]3[N:17]4[CH2:18][C@H:14]([CH2:15][CH2:16]4)[N:13]([C:24]([NH:48][C:46]4[CH:47]=[C:42]5[CH:41]=[N:40][NH:39][C:43]5=[CH:44][N:45]=4)=[O:30])[C:12]=3[N:19]=2)[CH:5]=[CH:4][N:3]=1. The catalyst class is: 56. (3) Reactant: [CH2:1]([O:3][CH2:4][CH:5]1[CH2:10][CH2:9][CH2:8][N:7](C(OC(C)(C)C)=O)[CH2:6]1)[CH3:2].[ClH:18]. Product: [ClH:18].[CH2:1]([O:3][CH2:4][CH:5]1[CH2:10][CH2:9][CH2:8][NH:7][CH2:6]1)[CH3:2]. The catalyst class is: 12. (4) Reactant: CCCCC(COC(CC(S([O-])(=O)=O)C(OCC(CCCC)CC)=O)=O)CC.[Na+].S([CH:34]([CH2:38][C:39]([OH:41])=[O:40])[C:35]([OH:37])=O)(O)(=O)=O.C(C(CC)([Na])CCCCC)C.C(O)(=O)CCCCCCCCCCCCCCC(C)C.[NH:73]([C:82]([CH3:84])=[O:83])[C@H](C(O)=O)CC(=O)O.[CH3:85][CH:86]([C@H:88]([NH2:101])[C:89]([NH:91][C@H:92]([C:98]([OH:100])=O)[CH2:93][CH2:94][CH2:95][CH2:96][NH2:97])=[O:90])[CH3:87].[NH2:102][C@H:103]([C:112]([OH:114])=[O:113])[CH2:104][C:105]1[CH:110]=[CH:109][C:108]([OH:111])=[CH:107][CH:106]=1. Product: [NH:73]([C:82]([CH3:84])=[O:83])[C@H:34]([C:35]([NH:101][C@H:88]([C:89]([NH:91][C@H:92]([C:98]([NH:102][C@H:103]([C:112]([OH:114])=[O:113])[CH2:104][C:105]1[CH:106]=[CH:107][C:108]([OH:111])=[CH:109][CH:110]=1)=[O:100])[CH2:93][CH2:94][CH2:95][CH2:96][NH2:97])=[O:90])[CH:86]([CH3:85])[CH3:87])=[O:37])[CH2:38][C:39](=[O:40])[OH:41]. The catalyst class is: 6. (5) Reactant: CO[C:3](=[O:14])[C:4]1[C:9]([N+:10]([O-:12])=[O:11])=[CH:8][CH:7]=[CH:6][C:5]=1F.[NH2:15][CH2:16][CH:17]([NH2:19])[CH3:18].C(N(C(C)C)CC)(C)C. Product: [CH3:18][CH:17]1[CH2:16][NH:15][C:5]2[CH:6]=[CH:7][CH:8]=[C:9]([N+:10]([O-:12])=[O:11])[C:4]=2[C:3](=[O:14])[NH:19]1. The catalyst class is: 12. (6) Reactant: [NH2:1][C:2]1[C:7]2=[C:8]([C:19]3[CH:20]=[CH:21][C:22]4[C:26]([CH:27]=3)=[N:25][N:24]([CH2:28][C:29]3[CH:34]=[CH:33][CH:32]=[CH:31][CH:30]=3)[CH:23]=4)[CH:9]=[C:10]([C:11]3[CH:12]=[C:13]([CH2:17]O)[CH:14]=[CH:15][CH:16]=3)[N:6]2[N:5]=[CH:4][N:3]=1.C1(P(C2C=CC=CC=2)C2C=CC=CC=2)C=CC=CC=1.C(Br)(Br)(Br)[Br:55]. Product: [CH2:28]([N:24]1[CH:23]=[C:22]2[C:26]([CH:27]=[C:19]([C:8]3[CH:9]=[C:10]([C:11]4[CH:16]=[CH:15][CH:14]=[C:13]([CH2:17][Br:55])[CH:12]=4)[N:6]4[C:7]=3[C:2]([NH2:1])=[N:3][CH:4]=[N:5]4)[CH:20]=[CH:21]2)=[N:25]1)[C:29]1[CH:34]=[CH:33][CH:32]=[CH:31][CH:30]=1. The catalyst class is: 7.